The task is: Binary Classification. Given a T-cell receptor sequence (or CDR3 region) and an epitope sequence, predict whether binding occurs between them.. This data is from TCR-epitope binding with 47,182 pairs between 192 epitopes and 23,139 TCRs. (1) The epitope is VTEHDTLLY. The TCR CDR3 sequence is CASSLSLAGIPDTQYF. Result: 1 (the TCR binds to the epitope). (2) The epitope is YEGNSPFHPL. The TCR CDR3 sequence is CASSEWRTGRGTEAFF. Result: 0 (the TCR does not bind to the epitope). (3) The epitope is YLDAYNMMI. The TCR CDR3 sequence is CASSNRRPYEQYF. Result: 0 (the TCR does not bind to the epitope). (4) The epitope is QECVRGTTVL. The TCR CDR3 sequence is CSARDGARGNTIYF. Result: 0 (the TCR does not bind to the epitope). (5) The epitope is PROT_97E67BCC. The TCR CDR3 sequence is CASARLAGGTDEQFF. Result: 1 (the TCR binds to the epitope). (6) The epitope is ISPRTLNAW. The TCR CDR3 sequence is CASSPGTGGRTEAFF. Result: 0 (the TCR does not bind to the epitope). (7) The epitope is TPRVTGGGAM. The TCR CDR3 sequence is CASSLGSTPYEQYF. Result: 1 (the TCR binds to the epitope). (8) The epitope is IVTDFSVIK. The TCR CDR3 sequence is CASRQRDRPNNEQFF. Result: 1 (the TCR binds to the epitope). (9) The epitope is FLPRVFSAV. The TCR CDR3 sequence is CASSSWTPPAGDGEQFF. Result: 1 (the TCR binds to the epitope). (10) Result: 1 (the TCR binds to the epitope). The epitope is KLWAQCVQL. The TCR CDR3 sequence is CASSFGGASADEQFF.